From a dataset of Catalyst prediction with 721,799 reactions and 888 catalyst types from USPTO. Predict which catalyst facilitates the given reaction. (1) Reactant: [F:1][C:2]1[C:11]([F:12])=[CH:10][C:9]([N+:13]([O-])=O)=[C:8]2[C:3]=1[CH:4]=[CH:5][CH:6]=[N:7]2.[Sn](Cl)Cl. Product: [F:1][C:2]1[C:11]([F:12])=[CH:10][C:9]([NH2:13])=[C:8]2[C:3]=1[CH:4]=[CH:5][CH:6]=[N:7]2. The catalyst class is: 33. (2) The catalyst class is: 2. Reactant: [S:1]([NH2:11])(=[O:10])([C:3]1[CH:8]=[CH:7]C(N)=[CH:5][CH:4]=1)=[O:2].CN([P+](ON1N=NC2[C:24]1=[CH:25][CH:26]=[CH:27]C=2)(N(C)C)N(C)C)C.[F:32][P-](F)(F)(F)(F)F.[CH2:39]([N:41]([CH2:44][CH3:45])[CH2:42][CH3:43])[CH3:40].[CH3:46][N:47]([CH:49]=[O:50])C. Product: [F:32][C:27]1[CH:26]=[CH:25][CH:24]=[C:42]2[C:43]=1[CH:40]=[CH:39][N:41]2[C@H:44]([CH3:45])[C:49]([NH:47][C:46]1[CH:5]=[CH:4][C:3]([S:1](=[O:2])(=[O:10])[NH2:11])=[CH:8][CH:7]=1)=[O:50]. (3) Reactant: [OH:1][C@@H:2]([C:23]1[CH:28]=[CH:27][CH:26]=[CH:25][CH:24]=1)[CH2:3][CH2:4][N:5]1[CH2:10][CH2:9][CH:8]([C:11]2[CH:12]=[C:13]([NH:17][C:18](=[O:22])[CH:19]([CH3:21])[CH3:20])[CH:14]=[CH:15][CH:16]=2)[CH2:7][CH2:6]1.[Cl:29][C:30]1[CH:35]=[CH:34][C:33](O)=[CH:32][CH:31]=1.C1(P(C2C=CC=CC=2)C2C=CC=CC=2)C=CC=CC=1.N(C(OCC)=O)=NC(OCC)=O.N. Product: [Cl:29][C:30]1[CH:35]=[CH:34][C:33]([O:1][C@H:2]([C:23]2[CH:24]=[CH:25][CH:26]=[CH:27][CH:28]=2)[CH2:3][CH2:4][N:5]2[CH2:10][CH2:9][CH:8]([C:11]3[CH:12]=[C:13]([NH:17][C:18](=[O:22])[CH:19]([CH3:21])[CH3:20])[CH:14]=[CH:15][CH:16]=3)[CH2:7][CH2:6]2)=[CH:32][CH:31]=1. The catalyst class is: 396. (4) Reactant: [CH2:1]([N:3]([CH2:12][CH3:13])[C:4](=O)[C:5]1[CH:10]=[CH:9][CH:8]=[CH:7][CH:6]=1)[CH3:2].C(Cl)(=O)C(Cl)=O.[Li][AlH][SeH:22]. The catalyst class is: 27. Product: [CH2:1]([N:3]([CH2:12][CH3:13])[C:4](=[Se:22])[C:5]1[CH:10]=[CH:9][CH:8]=[CH:7][CH:6]=1)[CH3:2]. (5) Reactant: Cl.[F:2][C:3]1[CH:8]=[CH:7][C:6]([C:9]2[S:17][C:16]3[C:15]([N:18]4[CH2:23][CH2:22][NH:21][C@H:20]([CH3:24])[CH2:19]4)=[N:14][CH:13]=[N:12][C:11]=3[CH:10]=2)=[CH:5][CH:4]=1.[N:25]([C@H:28]([C:30]1[CH:35]=[CH:34][CH:33]=[C:32]([O:36][CH3:37])[CH:31]=1)[CH3:29])=[C:26]=[O:27].C(N(CC)CC)C. Product: [F:2][C:3]1[CH:8]=[CH:7][C:6]([C:9]2[S:17][C:16]3[C:15]([N:18]4[CH2:23][CH2:22][N:21]([C:26]([NH:25][C@H:28]([C:30]5[CH:35]=[CH:34][CH:33]=[C:32]([O:36][CH3:37])[CH:31]=5)[CH3:29])=[O:27])[C@H:20]([CH3:24])[CH2:19]4)=[N:14][CH:13]=[N:12][C:11]=3[CH:10]=2)=[CH:5][CH:4]=1. The catalyst class is: 10. (6) Reactant: [Cl:1][C:2]1[CH:10]=[C:9]2[C:5]([CH2:6][C:7](=[O:11])[NH:8]2)=[CH:4][CH:3]=1.[F:12][C:13]1[CH:14]=[C:15]([CH:18]=[CH:19][CH:20]=1)[CH:16]=O.N1CCCCC1. Product: [Cl:1][C:2]1[CH:10]=[C:9]2[C:5]([C:6](=[CH:16][C:15]3[CH:18]=[CH:19][CH:20]=[C:13]([F:12])[CH:14]=3)[C:7](=[O:11])[NH:8]2)=[CH:4][CH:3]=1. The catalyst class is: 5. (7) Reactant: [C:1]([O:5][C@@H:6]([C:10]1[C:37]([CH3:38])=[N:36][C:35]2=[CH:39][C:32]3=[N:33][N:34]2[C:11]=1[N:12]1[CH2:43][CH2:42][C:15]([CH3:44])([O:16][CH2:17][CH:18]=[CH:19][CH2:20][CH2:21][C:22]2[CH:41]=[C:26]([CH2:27][C:28]4[S:40][C:31]3=[N:30][CH:29]=4)[CH:25]=[CH:24][CH:23]=2)[CH2:14][CH2:13]1)[C:7]([OH:9])=[O:8])([CH3:4])([CH3:3])[CH3:2].[H][H]. Product: [C:1]([O:5][C@@H:6]([C:10]1[C:37]([CH3:38])=[N:36][C:35]2=[CH:39][C:32]3=[N:33][N:34]2[C:11]=1[N:12]1[CH2:43][CH2:42][C:15]([CH3:44])([O:16][CH2:17][CH2:18][CH2:19][CH2:20][CH2:21][C:22]2[CH:41]=[C:26]([CH2:27][C:28]4[S:40][C:31]3=[N:30][CH:29]=4)[CH:25]=[CH:24][CH:23]=2)[CH2:14][CH2:13]1)[C:7]([OH:9])=[O:8])([CH3:4])([CH3:2])[CH3:3]. The catalyst class is: 19.